Dataset: Peptide-MHC class I binding affinity with 185,985 pairs from IEDB/IMGT. Task: Regression. Given a peptide amino acid sequence and an MHC pseudo amino acid sequence, predict their binding affinity value. This is MHC class I binding data. (1) The peptide sequence is ANPGRVKDW. The MHC is HLA-A26:01 with pseudo-sequence HLA-A26:01. The binding affinity (normalized) is 0.0847. (2) The peptide sequence is RKIYDLIEL. The MHC is HLA-B57:01 with pseudo-sequence HLA-B57:01. The binding affinity (normalized) is 0.